Dataset: Reaction yield outcomes from USPTO patents with 853,638 reactions. Task: Predict the reaction yield, written as a fraction of the theoretical maximum amount of product (1.0 means a 100% yield; for example, 0.34 means a 34% yield). (1) The reactants are [CH2:1]([C:3]1[C:7]([CH2:8][C:9]2[CH:17]=[C:16]([CH3:18])[C:15]([O:19][CH3:20])=[C:14]3[C:10]=2[CH2:11][CH2:12][CH2:13]3)=[C:6]([CH2:21][CH3:22])[N:5]([CH2:23][C:24]([NH:26][NH2:27])=[O:25])[N:4]=1)[CH3:2].[C:28](C1NC=CN=1)(C1NC=CN=1)=[O:29].O. The catalyst is O1CCOCC1. The product is [CH2:1]([C:3]1[C:7]([CH2:8][C:9]2[CH:17]=[C:16]([CH3:18])[C:15]([O:19][CH3:20])=[C:14]3[C:10]=2[CH2:11][CH2:12][CH2:13]3)=[C:6]([CH2:21][CH3:22])[N:5]([CH2:23][C:24]2[O:25][C:28](=[O:29])[NH:27][N:26]=2)[N:4]=1)[CH3:2]. The yield is 0.562. (2) The reactants are [Cl:1][C:2]1[CH:3]=[C:4]([C:8]#[C:9][C:10]2[CH2:14][C:13]3([CH2:18][CH2:17][N:16]([C:19]([N:21]4[CH2:26][CH2:25]N(C)[CH2:23][CH2:22]4)=[O:20])[CH2:15]3)[O:12][N:11]=2)[CH:5]=[CH:6][CH:7]=1.CN1CCN(C(Cl)=O)CC1. No catalyst specified. The product is [Cl:1][C:2]1[CH:3]=[C:4]([C:8]#[C:9][C:10]2[CH2:14][C:13]3([O:12][N:11]=2)[CH2:18][CH2:17][N:16]([C:19]([N:21]2[CH2:26][CH2:25][CH2:23][CH2:22]2)=[O:20])[CH2:15]3)[CH:5]=[CH:6][CH:7]=1. The yield is 0.728. (3) The reactants are ClC1C(F)=CC=C(Cl)C=1[C@H](OC1C(N)=NC=C(B2OC(C)(C)C(C)(C)O2)C=1)C.[CH3:29][P:30]([C:33]1[CH:38]=[CH:37][C:36]([F:39])=[CH:35][C:34]=1[CH:40]([O:42][C:43]1[C:44]([N+:49]([O-])=O)=[N:45][CH:46]=[CH:47][CH:48]=1)[CH3:41])([CH3:32])=[O:31]. No catalyst specified. The product is [CH3:32][P:30]([C:33]1[CH:38]=[CH:37][C:36]([F:39])=[CH:35][C:34]=1[CH:40]([CH3:41])[O:42][C:43]1[C:44]([NH2:49])=[N:45][CH:46]=[CH:47][CH:48]=1)([CH3:29])=[O:31]. The yield is 0.730. (4) The yield is 0.700. The product is [CH3:53][O:54][C:55](=[O:69])[C:56]1[CH:61]=[C:60]([N:62]([S:64]([CH3:67])(=[O:66])=[O:65])[CH3:63])[N:59]=[C:58]([NH:73][CH:70]2[CH2:72][CH2:71]2)[CH:57]=1. The catalyst is C([O-])(=O)C.[Pd+2].C([O-])(=O)C.C1(C)C=CC=CC=1. The reactants are C1(P(C2C=CC=CC=2)C2C=CC3C(=CC=CC=3)C=2C2C3C(=CC=CC=3)C=CC=2P(C2C=CC=CC=2)C2C=CC=CC=2)C=CC=CC=1.C(=O)([O-])[O-].[Cs+].[Cs+].[CH3:53][O:54][C:55](=[O:69])[C:56]1[CH:61]=[C:60]([N:62]([S:64]([CH3:67])(=[O:66])=[O:65])[CH3:63])[N:59]=[C:58](Cl)[CH:57]=1.[CH:70]1([NH2:73])[CH2:72][CH2:71]1. (5) The reactants are [NH:1]1[CH2:6][CH2:5][CH2:4][CH2:3][CH:2]1[CH2:7][CH2:8][OH:9].[C:10](O[C:10]([O:12][C:13]([CH3:16])([CH3:15])[CH3:14])=[O:11])([O:12][C:13]([CH3:16])([CH3:15])[CH3:14])=[O:11].OCC1CCCN(C(OC(C)(C)C)=O)C1. No catalyst specified. The product is [OH:9][CH2:8][CH2:7][CH:2]1[CH2:3][CH2:4][CH2:5][CH2:6][N:1]1[C:10]([O:12][C:13]([CH3:16])([CH3:15])[CH3:14])=[O:11]. The yield is 1.00.